From a dataset of Catalyst prediction with 721,799 reactions and 888 catalyst types from USPTO. Predict which catalyst facilitates the given reaction. (1) Reactant: [CH3:1][C@@:2]12[C@H:12]3[C@@H:13]([OH:26])[CH2:14][C@:15]4([CH3:25])[C@@:19]([OH:24])([C:20]([CH2:22][OH:23])=[O:21])[CH2:18][CH2:17][C@H:16]4[C@@H:11]3[CH2:10][CH2:9][C:8]1=[CH:7][C:5](=[O:6])[CH2:4][CH2:3]2.[BH4-].[Na+]. Product: [OH:21][CH:20]([C:19]1([OH:24])[C:15]2([CH3:25])[CH:16]([CH:11]3[CH:12]([CH:13]([OH:26])[CH2:14]2)[C:2]2([CH3:1])[C:8](=[CH:7][C:5](=[O:6])[CH2:4][CH2:3]2)[CH2:9][CH2:10]3)[CH2:17][CH2:18]1)[CH2:22][OH:23]. The catalyst class is: 20. (2) Reactant: [CH:1]([C:4]1[CH:10]=[CH:9][CH:8]=[CH:7][C:5]=1[NH2:6])([CH3:3])[CH3:2].[O-]S([O-])(=O)=O.[Na+].[Na+].Cl.Cl[C:20](Cl)(Cl)[CH:21]([OH:23])O.Cl.[NH2:27][OH:28]. Product: [OH:28][N:27]=[CH:20][C:21]([NH:6][C:5]1[CH:7]=[CH:8][CH:9]=[CH:10][C:4]=1[CH:1]([CH3:3])[CH3:2])=[O:23]. The catalyst class is: 6. (3) The catalyst class is: 11. Product: [C:15]([C:14]1[N:8]=[C:6]([C:5]2[CH:9]=[CH:10][CH:11]=[C:3]([O:2][CH3:1])[CH:4]=2)[O:7][CH:13]=1)([CH3:18])([CH3:17])[CH3:16]. Reactant: [CH3:1][O:2][C:3]1[CH:4]=[C:5]([CH:9]=[CH:10][CH:11]=1)[C:6]([NH2:8])=[O:7].Br[CH2:13][C:14](=O)[C:15]([CH3:18])([CH3:17])[CH3:16]. (4) Reactant: [OH:1][C:2]1[CH:9]=[CH:8][C:5]([CH:6]=O)=[CH:4][C:3]=1[CH3:10].[NH2:11][C:12]1[CH:27]=[CH:26][CH:25]=[CH:24][C:13]=1[C:14]([NH:16][C:17]1[CH:22]=[CH:21][C:20]([Cl:23])=[CH:19][CH:18]=1)=[O:15]. Product: [Cl:23][C:20]1[CH:21]=[CH:22][C:17]([N:16]2[C:14](=[O:15])[C:13]3[C:12](=[CH:27][CH:26]=[CH:25][CH:24]=3)[N:11]=[C:6]2[C:5]2[CH:8]=[CH:9][C:2]([OH:1])=[C:3]([CH3:10])[CH:4]=2)=[CH:18][CH:19]=1. The catalyst class is: 14. (5) Reactant: [H-].[Na+].[O:3]=[C:4]([CH2:12][C:13]1[CH:18]=[CH:17][CH:16]=[CH:15][CH:14]=1)[CH2:5]P(=O)(OC)OC.[CH3:19][O:20][C:21](=[O:37])[CH2:22][CH2:23][CH2:24][CH2:25][CH2:26][CH2:27][N:28]1[C:33](=[O:34])[CH2:32][CH2:31][CH2:30][C@@H:29]1[CH:35]=O. Product: [CH3:19][O:20][C:21](=[O:37])[CH2:22][CH2:23][CH2:24][CH2:25][CH2:26][CH2:27][N:28]1[C@@H:29](/[CH:35]=[CH:5]/[C:4](=[O:3])[CH2:12][C:13]2[CH:14]=[CH:15][CH:16]=[CH:17][CH:18]=2)[CH2:30][CH2:31][CH2:32][C:33]1=[O:34]. The catalyst class is: 1.